From a dataset of Forward reaction prediction with 1.9M reactions from USPTO patents (1976-2016). Predict the product of the given reaction. (1) Given the reactants [NH2:1][C:2]1[CH:3]=[C:4]([OH:8])[CH:5]=[CH:6][CH:7]=1.[CH3:9][C:10]([O:13][C:14](O[C:14]([O:13][C:10]([CH3:12])([CH3:11])[CH3:9])=[O:15])=[O:15])([CH3:12])[CH3:11], predict the reaction product. The product is: [C:10]([O:13][C:14](=[O:15])[NH:1][C:2]1[CH:7]=[CH:6][CH:5]=[C:4]([OH:8])[CH:3]=1)([CH3:12])([CH3:11])[CH3:9]. (2) Given the reactants C(OC([N:8]1[CH2:13][CH:12]=[C:11]([C:14]2[C:19]([CH:20]3[CH2:23][N:22]([C:24]([C:26]4[NH:30][C:29]5[CH:31]=[CH:32][CH:33]=[CH:34][C:28]=5[N:27]=4)=[O:25])[CH2:21]3)=[N:18][CH:17]=[CH:16][N:15]=2)[CH2:10][CH2:9]1)=O)(C)(C)C.[ClH:35], predict the reaction product. The product is: [ClH:35].[NH:27]1[C:28]2[CH:34]=[CH:33][CH:32]=[CH:31][C:29]=2[N:30]=[C:26]1[C:24]([N:22]1[CH2:21][CH:20]([C:19]2[C:14]([C:11]3[CH2:12][CH2:13][NH:8][CH2:9][CH:10]=3)=[N:15][CH:16]=[CH:17][N:18]=2)[CH2:23]1)=[O:25]. (3) Given the reactants [F:1][C:2]([F:28])([F:27])[CH2:3][N:4]([C:11]1[CH:16]=[CH:15][C:14]([C:17]([OH:26])([C:22]([F:25])([F:24])[F:23])[C:18]([F:21])([F:20])[F:19])=[CH:13][CH:12]=1)[CH2:5][C:6](=[O:10])[CH2:7][CH2:8][CH3:9].CN(C1C=CC(C(O)(C(F)(F)F)C(F)(F)F)=CC=1)CC(=[O:36])CCC, predict the reaction product. The product is: [OH2:10].[C:17]([OH:26])([C:22]([F:25])([F:24])[F:23])=[O:36].[F:1][C:2]([F:27])([F:28])[CH2:3][N:4]([C:11]1[CH:12]=[CH:13][C:14]([C:17]([OH:26])([C:22]([F:23])([F:24])[F:25])[C:18]([F:21])([F:19])[F:20])=[CH:15][CH:16]=1)[CH2:5][CH:6]([OH:10])[CH2:7][CH2:8][CH3:9]. (4) Given the reactants Br[C:2]1[CH:9]=[C:8]([CH3:10])[CH:7]=[CH:6][C:3]=1[C:4]#[N:5].ClC1C=[CH:14][C:15]([S:20]CC)=C(C=1)C#N, predict the reaction product. The product is: [CH2:15]([S:20][C:2]1[CH:9]=[C:8]([CH3:10])[CH:7]=[CH:6][C:3]=1[CH2:4][NH2:5])[CH3:14].